From a dataset of Catalyst prediction with 721,799 reactions and 888 catalyst types from USPTO. Predict which catalyst facilitates the given reaction. (1) Reactant: [P:1](Cl)(Cl)(Cl)=[O:2].[CH2:6]([NH:13][C:14]([N:16]1[C@H:21]2[CH2:22][N:23]([CH2:36][C:37]3[CH:42]=[CH:41][CH:40]=[C:39]([N:43]4[CH2:46][CH:45]([N:47]5[CH2:52][CH2:51][N:50]([CH2:53][CH3:54])[CH2:49][CH2:48]5)[CH2:44]4)[N:38]=3)[C:24](=[O:35])[C@H:25]([CH2:26][C:27]3[CH:32]=[CH:31][C:30]([OH:33])=[CH:29][C:28]=3[F:34])[N:20]2[C:19](=[O:55])[CH2:18][N:17]1[CH2:56][CH:57]=[CH2:58])=[O:15])[C:7]1[CH:12]=[CH:11][CH:10]=[CH:9][CH:8]=1.C(N(CC)CC)C.[OH-:66].[Na+].C(OCC)(=[O:70])C. Product: [P:1]([OH:2])([OH:70])([O:33][C:30]1[CH:31]=[CH:32][C:27]([CH2:26][C@@H:25]2[N:20]3[C@@H:21]([N:16]([C:14](=[O:15])[NH:13][CH2:6][C:7]4[CH:12]=[CH:11][CH:10]=[CH:9][CH:8]=4)[N:17]([CH2:56][CH:57]=[CH2:58])[CH2:18][C:19]3=[O:55])[CH2:22][N:23]([CH2:36][C:37]3[CH:42]=[CH:41][CH:40]=[C:39]([N:43]4[CH2:46][CH:45]([N:47]5[CH2:52][CH2:51][N:50]([CH2:53][CH3:54])[CH2:49][CH2:48]5)[CH2:44]4)[N:38]=3)[C:24]2=[O:35])=[C:28]([F:34])[CH:29]=1)=[O:66]. The catalyst class is: 90. (2) Reactant: Cl[C:2]1[C:3]2[S:10][CH:9]=[C:8]([C:11]([NH:13][C:14]3[C:19]([F:20])=[CH:18][CH:17]=[C:16]([NH:21][S:22]([CH2:25][CH:26]([CH3:28])[CH3:27])(=[O:24])=[O:23])[C:15]=3[Cl:29])=[O:12])[C:4]=2[N:5]=[CH:6][N:7]=1.[NH3:30]. Product: [Cl:29][C:15]1[C:16]([NH:21][S:22]([CH2:25][CH:26]([CH3:27])[CH3:28])(=[O:23])=[O:24])=[CH:17][CH:18]=[C:19]([F:20])[C:14]=1[NH:13][C:11]([C:8]1[C:4]2[N:5]=[CH:6][N:7]=[C:2]([NH2:30])[C:3]=2[S:10][CH:9]=1)=[O:12]. The catalyst class is: 32.